From a dataset of Forward reaction prediction with 1.9M reactions from USPTO patents (1976-2016). Predict the product of the given reaction. (1) The product is: [N:62]1[CH:59]=[CH:60][CH:61]=[C:56]([C:55]#[C:54][C:53]#[C:52][C:49]2[CH:50]=[CH:51][C:46]([C:45]([NH2:44])=[O:63])=[CH:47][CH:48]=2)[CH:57]=1. Given the reactants O[C@@H]1CCN(C(C2C=CC(OC(F)(F)F)=CC=2)=O)[C@H]1C(NOCC1C=CC=CC=1)=O.COC(=O)C([NH:44][C:45](=[O:63])[C:46]1[CH:51]=[CH:50][C:49]([C:52]#[C:53][C:54]#[C:55][C:56]2[CH:61]=[CH:60][C:59]([NH2:62])=C[CH:57]=2)=[CH:48][CH:47]=1)CNC(OC(C)(C)C)=O.CCN(CC)CC, predict the reaction product. (2) Given the reactants [C:1]([C:3]1[NH:20][C:6]2[C:7]([C:14]([O:16][CH:17]([CH3:19])[CH3:18])=[O:15])=[CH:8][NH:9][CH2:10][C:11]([CH3:13])([CH3:12])[C:5]=2[CH:4]=1)#[N:2].[F:21][C:22]1[CH:23]=[C:24]([CH:28]=[CH:29][CH:30]=1)[C:25](Cl)=[O:26], predict the reaction product. The product is: [C:1]([C:3]1[NH:20][C:6]2[C:7]([C:14]([O:16][CH:17]([CH3:18])[CH3:19])=[O:15])=[CH:8][N:9]([C:25](=[O:26])[C:24]3[CH:28]=[CH:29][CH:30]=[C:22]([F:21])[CH:23]=3)[CH2:10][C:11]([CH3:13])([CH3:12])[C:5]=2[CH:4]=1)#[N:2]. (3) The product is: [CH3:39][O:38][C:36]([C:34]1[CH:33]=[CH:32][C:31]([C:2]2[CH:7]=[CH:6][C:5]([CH:8]([CH3:27])[C:9]([OH:14])([C:15]3[CH:16]=[CH:17][C:18]4[O:23][CH2:22][C:21](=[O:24])[N:20]([CH3:25])[C:19]=4[CH:26]=3)[C:10]([F:13])([F:11])[F:12])=[C:4]([Cl:28])[CH:3]=2)=[C:30]([F:29])[CH:35]=1)=[O:37]. Given the reactants Br[C:2]1[CH:7]=[CH:6][C:5]([CH:8]([CH3:27])[C:9]([C:15]2[CH:16]=[CH:17][C:18]3[O:23][CH2:22][C:21](=[O:24])[N:20]([CH3:25])[C:19]=3[CH:26]=2)([OH:14])[C:10]([F:13])([F:12])[F:11])=[C:4]([Cl:28])[CH:3]=1.[F:29][C:30]1[CH:35]=[C:34]([C:36]([O:38][CH3:39])=[O:37])[CH:33]=[CH:32][C:31]=1B(O)O, predict the reaction product.